This data is from Full USPTO retrosynthesis dataset with 1.9M reactions from patents (1976-2016). The task is: Predict the reactants needed to synthesize the given product. (1) The reactants are: Br[C:2]1[CH:7]=[CH:6][C:5]([N+:8]([O-:10])=[O:9])=[CH:4][CH:3]=1.C(N(CCCC)CCCC)CCC.[C:24]([NH:32][C:33]1[CH:45]=[C:44]([CH:46]=[CH2:47])[CH:43]=[CH:42][C:34]=1[C:35]([O:37][C:38]([CH3:41])([CH3:40])[CH3:39])=[O:36])(=[O:31])[C:25]1[CH:30]=[CH:29][CH:28]=[CH:27][CH:26]=1.C(O)(=O)CC(CC(O)=O)(C(O)=O)O. Given the product [C:24]([NH:32][C:33]1[CH:45]=[C:44](/[CH:46]=[CH:47]/[C:2]2[CH:7]=[CH:6][C:5]([N+:8]([O-:10])=[O:9])=[CH:4][CH:3]=2)[CH:43]=[CH:42][C:34]=1[C:35]([O:37][C:38]([CH3:40])([CH3:41])[CH3:39])=[O:36])(=[O:31])[C:25]1[CH:26]=[CH:27][CH:28]=[CH:29][CH:30]=1, predict the reactants needed to synthesize it. (2) Given the product [OH:39][CH:40]1[CH2:44][CH2:43][N:42]([CH2:2][CH2:3][CH2:4][S:5](=[O:38])([C:32]2[CH:37]=[CH:36][CH:35]=[CH:34][CH:33]=2)=[N:6][C:7](=[O:31])[C:8]2[CH:13]=[C:12]([C:14]#[C:15][C:16]3[CH:21]=[CH:20][CH:19]=[C:18]([NH:22][C:23]([C:25]4[O:26][CH:27]=[CH:28][C:29]=4[CH3:30])=[O:24])[CH:17]=3)[CH:11]=[N:10][CH:9]=2)[CH2:41]1, predict the reactants needed to synthesize it. The reactants are: Br[CH2:2][CH2:3][CH2:4][S:5](=[O:38])([C:32]1[CH:37]=[CH:36][CH:35]=[CH:34][CH:33]=1)=[N:6][C:7](=[O:31])[C:8]1[CH:13]=[C:12]([C:14]#[C:15][C:16]2[CH:21]=[CH:20][CH:19]=[C:18]([NH:22][C:23]([C:25]3[O:26][CH:27]=[CH:28][C:29]=3[CH3:30])=[O:24])[CH:17]=2)[CH:11]=[N:10][CH:9]=1.[OH:39][CH:40]1[CH2:44][CH2:43][NH:42][CH2:41]1. (3) The reactants are: [CH2:1]([N:8]1[CH2:13][CH2:12][CH:11]([C:14]([OH:16])=O)[CH2:10][CH2:9]1)[C:2]1[CH:7]=[CH:6][CH:5]=[CH:4][CH:3]=1.[C:17]([C:21]1[N:26]=[C:25]([N:27]2[CH2:32][CH2:31][N:30]([CH2:33][CH2:34][CH2:35][CH2:36][NH2:37])[CH2:29][CH2:28]2)[CH:24]=[C:23]([C:38]([F:41])([F:40])[F:39])[N:22]=1)([CH3:20])([CH3:19])[CH3:18]. Given the product [CH2:1]([N:8]1[CH2:9][CH2:10][CH:11]([C:14]([NH:37][CH2:36][CH2:35][CH2:34][CH2:33][N:30]2[CH2:31][CH2:32][N:27]([C:25]3[CH:24]=[C:23]([C:38]([F:41])([F:40])[F:39])[N:22]=[C:21]([C:17]([CH3:20])([CH3:19])[CH3:18])[N:26]=3)[CH2:28][CH2:29]2)=[O:16])[CH2:12][CH2:13]1)[C:2]1[CH:3]=[CH:4][CH:5]=[CH:6][CH:7]=1, predict the reactants needed to synthesize it. (4) Given the product [F:18][C:13]1[CH:12]=[C:11]([NH:10][C:8]([C:3]2[C:4]([CH3:7])=[N:5][S:6][C:2]=2[NH:1][C:20]2[N:25]=[C:24]([C:26]([O:28][CH3:29])=[O:27])[CH:23]=[N:22][CH:21]=2)=[O:9])[CH:16]=[CH:15][C:14]=1[F:17], predict the reactants needed to synthesize it. The reactants are: [NH2:1][C:2]1[S:6][N:5]=[C:4]([CH3:7])[C:3]=1[C:8]([NH:10][C:11]1[CH:16]=[CH:15][C:14]([F:17])=[C:13]([F:18])[CH:12]=1)=[O:9].Cl[C:20]1[N:25]=[C:24]([C:26]([O:28][CH3:29])=[O:27])[CH:23]=[N:22][CH:21]=1.C(=O)([O-])[O-].[Cs+].[Cs+].CC1(C)C2C(=C(P(C3C=CC=CC=3)C3C=CC=CC=3)C=CC=2)OC2C(P(C3C=CC=CC=3)C3C=CC=CC=3)=CC=CC1=2. (5) Given the product [CH3:5][CH:4]([NH:3][C:22](=[O:23])[C:21]1[CH:29]=[CH:30][C:18]([N:15]2[CH2:14][CH2:13][CH:12]([N:3]3[C:4]4[CH:11]=[CH:10][CH:9]=[CH:8][C:5]=4[CH2:6][O:7][C:2]3=[O:1])[CH2:17][CH2:16]2)=[CH:19][CH:20]=1)[CH3:11], predict the reactants needed to synthesize it. The reactants are: [O:1]=[C:2]1[O:7][CH2:6][C:5]2[CH:8]=[CH:9][CH:10]=[CH:11][C:4]=2[N:3]1[CH:12]1[CH2:17][CH2:16][N:15]([C:18]2[CH:30]=[CH:29][C:21]([C:22](OC(C)(C)C)=[O:23])=[CH:20][CH:19]=2)[CH2:14][CH2:13]1.